This data is from Peptide-MHC class I binding affinity with 185,985 pairs from IEDB/IMGT. The task is: Regression. Given a peptide amino acid sequence and an MHC pseudo amino acid sequence, predict their binding affinity value. This is MHC class I binding data. (1) The binding affinity (normalized) is 0.851. The peptide sequence is FLYDRIAST. The MHC is HLA-A02:19 with pseudo-sequence HLA-A02:19. (2) The binding affinity (normalized) is 0.488. The MHC is HLA-B46:01 with pseudo-sequence HLA-B46:01. The peptide sequence is RAYRNALSM.